This data is from Reaction yield outcomes from USPTO patents with 853,638 reactions. The task is: Predict the reaction yield, written as a fraction of the theoretical maximum amount of product (1.0 means a 100% yield; for example, 0.34 means a 34% yield). (1) The reactants are Cl[C:2]1[N:7]=[C:6]([NH:8][C:9]2[N:14]=[CH:13][C:12]3[N:15]=[C:16]([CH3:21])[N:17]([CH:18]([CH3:20])[CH3:19])[C:11]=3[CH:10]=2)[CH:5]=[CH:4][N:3]=1.[C:22]([C:25]1[N:26]=[CH:27][NH:28][CH:29]=1)(=[O:24])[CH3:23].C(=O)([O-])[O-].[Cs+].[Cs+].[BH4-].[Na+]. The catalyst is C(O)(C)(C)C.C(=O)(O)[O-].[Na+].CO. The product is [CH:18]([N:17]1[C:11]2[CH:10]=[C:9]([NH:8][C:6]3[CH:5]=[CH:4][N:3]=[C:2]([N:28]4[CH:29]=[C:25]([CH:22]([OH:24])[CH3:23])[N:26]=[CH:27]4)[N:7]=3)[N:14]=[CH:13][C:12]=2[N:15]=[C:16]1[CH3:21])([CH3:20])[CH3:19]. The yield is 0.920. (2) The reactants are [OH:1][C@H:2]1[CH2:7][C@H:6]([CH3:8])[CH2:5][CH2:4][C@H:3]1[C:9]([OH:11])=[O:10].N1C=CC=CC=1.[C:18](OC(=O)C)(=[O:20])[CH3:19]. The catalyst is ClCCl. The product is [C:18]([O:1][C@H:2]1[CH2:7][C@H:6]([CH3:8])[CH2:5][CH2:4][C@H:3]1[C:9]([OH:11])=[O:10])(=[O:20])[CH3:19]. The yield is 0.530.